Task: Predict the reaction yield, written as a fraction of the theoretical maximum amount of product (1.0 means a 100% yield; for example, 0.34 means a 34% yield).. Dataset: Reaction yield outcomes from USPTO patents with 853,638 reactions (1) The reactants are Cl.[NH2:2][C@@H:3]([CH2:24][CH:25]1[CH2:30][CH2:29][CH2:28][CH2:27][CH2:26]1)[C:4]([NH:6][C@H:7]1[CH2:13][CH2:12][CH2:11][N:10]([S:14]([C:17]2[CH:22]=[CH:21][CH:20]=[CH:19][N:18]=2)(=[O:16])=[O:15])[CH2:9][C@@H:8]1[OH:23])=[O:5].[N:31]1([S:37](Cl)(=[O:39])=[O:38])[CH2:36][CH2:35][O:34][CH2:33][CH2:32]1.CC(OI1(OC(C)=O)(OC(C)=O)OC(=O)C2C=CC=CC1=2)=O. No catalyst specified. The product is [CH:25]1([CH2:24][C@H:3]([NH:2][S:37]([N:31]2[CH2:36][CH2:35][O:34][CH2:33][CH2:32]2)(=[O:39])=[O:38])[C:4]([NH:6][C@H:7]2[CH2:13][CH2:12][CH2:11][N:10]([S:14]([C:17]3[CH:22]=[CH:21][CH:20]=[CH:19][N:18]=3)(=[O:15])=[O:16])[CH2:9][C:8]2=[O:23])=[O:5])[CH2:30][CH2:29][CH2:28][CH2:27][CH2:26]1. The yield is 0.0600. (2) The reactants are [Cl:1][C:2]1[CH:7]=[CH:6][C:5]([CH:8]2[CH2:12][NH:11][CH2:10][CH:9]2[N:13]([CH3:28])[C:14](=[O:27])[C:15]2[CH:20]=[CH:19][C:18]([O:21][CH3:22])=[C:17]([C:23]([F:26])([F:25])[F:24])[CH:16]=2)=[CH:4][CH:3]=1.[F:29][C:30]1[CH:38]=[CH:37][C:33]([C:34](Cl)=[O:35])=[CH:32][CH:31]=1.C(N(CC)C(C)C)(C)C. The product is [Cl:1][C:2]1[CH:3]=[CH:4][C:5]([CH:8]2[CH2:12][N:11]([C:34](=[O:35])[C:33]3[CH:37]=[CH:38][C:30]([F:29])=[CH:31][CH:32]=3)[CH2:10][CH:9]2[N:13]([CH3:28])[C:14](=[O:27])[C:15]2[CH:20]=[CH:19][C:18]([O:21][CH3:22])=[C:17]([C:23]([F:24])([F:25])[F:26])[CH:16]=2)=[CH:6][CH:7]=1. The yield is 0.950. The catalyst is ClCCl.C(OCC)(=O)C. (3) The reactants are [Cl:1][C:2]1[C:7]([O:8][CH3:9])=[CH:6][C:5]([O:10][CH3:11])=[C:4]([Cl:12])[C:3]=1[C:13]1[C:26](=[O:27])[N:25]([CH2:28][CH2:29][O:30][CH:31]2[CH2:34][N:33]([C:35]([O:37][C:38]([CH3:41])([CH3:40])[CH3:39])=[O:36])[CH2:32]2)[C:16]2[N:17]=[C:18](S(C)(=O)=O)[N:19]=[CH:20][C:15]=2[CH:14]=1.[CH3:42][NH2:43]. The catalyst is CC(O)(C)C. The product is [Cl:1][C:2]1[C:7]([O:8][CH3:9])=[CH:6][C:5]([O:10][CH3:11])=[C:4]([Cl:12])[C:3]=1[C:13]1[C:26](=[O:27])[N:25]([CH2:28][CH2:29][O:30][CH:31]2[CH2:34][N:33]([C:35]([O:37][C:38]([CH3:41])([CH3:40])[CH3:39])=[O:36])[CH2:32]2)[C:16]2[N:17]=[C:18]([NH:43][CH3:42])[N:19]=[CH:20][C:15]=2[CH:14]=1. The yield is 0.900. (4) The reactants are [CH3:1][C:2](=[N:4][OH:5])[CH3:3].CC(C)([O-])C.[K+].[CH3:12][O:13][C:14](=[O:24])[C:15]1[CH:20]=[CH:19][C:18](F)=[C:17]([C:22]#[N:23])[CH:16]=1.[NH4+].[Cl-]. The catalyst is C1COCC1.CCOC(C)=O.O. The product is [CH3:12][O:13][C:14](=[O:24])[C:15]1[CH:20]=[CH:19][C:18]([O:5][N:4]=[C:2]([CH3:3])[CH3:1])=[C:17]([C:22]#[N:23])[CH:16]=1. The yield is 0.950. (5) The reactants are C[O:2][C:3]([C:5]1[CH:6]=[N:7][C:8]2[C:13]([C:14]=1[O:15][CH3:16])=[CH:12][C:11]([I:17])=[CH:10][CH:9]=2)=O.[OH-].[NH4+:19]. No catalyst specified. The product is [I:17][C:11]1[CH:12]=[C:13]2[C:8](=[CH:9][CH:10]=1)[N:7]=[CH:6][C:5]([C:3]([NH2:19])=[O:2])=[C:14]2[O:15][CH3:16]. The yield is 0.880. (6) The reactants are C([O:9][C@@H:10]1[C@H:14]([CH2:15][O:16]C(=O)C2C=CC=CC=2)[O:13][C@H:12]([N:25]2[CH:32]=[C:31]([F:33])[C:29](=[O:30])[NH:28][C:26]2=[O:27])[CH2:11]1)(=O)C1C=CC=CC=1. The catalyst is CO.O. The product is [C@H:12]1([N:25]2[CH:32]=[C:31]([F:33])[C:29](=[O:30])[NH:28][C:26]2=[O:27])[O:13][C@@H:14]([CH2:15][OH:16])[C@@H:10]([OH:9])[CH2:11]1. The yield is 0.850.